This data is from TCR-epitope binding with 47,182 pairs between 192 epitopes and 23,139 TCRs. The task is: Binary Classification. Given a T-cell receptor sequence (or CDR3 region) and an epitope sequence, predict whether binding occurs between them. (1) The epitope is FVDGVPFVV. The TCR CDR3 sequence is CASSEAGVAYNEQFF. Result: 1 (the TCR binds to the epitope). (2) The epitope is KMKDLSPRW. The TCR CDR3 sequence is CASSEALAGAYEQYF. Result: 0 (the TCR does not bind to the epitope). (3) Result: 0 (the TCR does not bind to the epitope). The TCR CDR3 sequence is CASSGGTADTQYF. The epitope is FSKQLQQSM.